This data is from Forward reaction prediction with 1.9M reactions from USPTO patents (1976-2016). The task is: Predict the product of the given reaction. (1) Given the reactants [CH3:1][O:2][C:3]1[CH:31]=[C:30]([O:32][CH3:33])[CH:29]=[CH:28][C:4]=1[CH2:5][N:6]1[C:13](=O)[C@H:12]2[N:15]([C:18]3[CH:27]=[CH:26][C:25]4[C:20](=[CH:21][CH:22]=[CH:23][CH:24]=4)[CH:19]=3)[C:16](=O)[C@@H:7]1[CH2:8][CH:9]=[CH:10][CH2:11]2, predict the reaction product. The product is: [CH3:1][O:2][C:3]1[CH:31]=[C:30]([O:32][CH3:33])[CH:29]=[CH:28][C:4]=1[CH2:5][N:6]1[CH2:13][C@H:12]2[N:15]([C:18]3[CH:27]=[CH:26][C:25]4[C:20](=[CH:21][CH:22]=[CH:23][CH:24]=4)[CH:19]=3)[CH2:16][C@@H:7]1[CH2:8][CH:9]=[CH:10][CH2:11]2. (2) Given the reactants [NH:1]1[C:9]2[C:4](=[CH:5][C:6]([NH:10][C:11]3[C:12]4[CH2:21][CH2:20][N:19]([C:22]([O:24][C:25]([CH3:28])([CH3:27])[CH3:26])=[O:23])[CH2:18][C:13]=4[N:14]=[C:15](Cl)[N:16]=3)=[CH:7][CH:8]=2)[CH:3]=[N:2]1.CO[CH:31]1[C:39]2[C:34](=[CH:35][CH:36]=[CH:37][CH:38]=2)[CH2:33][NH:32]1.CN1[C:45](=[O:46])CCC1, predict the reaction product. The product is: [NH:1]1[C:9]2[C:4](=[CH:5][C:6]([NH:10][C:11]3[C:12]4[CH2:21][CH2:20][N:19]([C:22]([O:24][C:25]([CH3:28])([CH3:27])[CH3:26])=[O:23])[CH2:18][C:13]=4[N:14]=[C:15]([N:32]4[CH2:31][C:39]5[C:34](=[CH:35][CH:36]=[C:37]([O:46][CH3:45])[CH:38]=5)[CH2:33]4)[N:16]=3)=[CH:7][CH:8]=2)[CH:3]=[N:2]1. (3) Given the reactants I[C:2]1[C:11]2[C:6](=[CH:7][CH:8]=[CH:9][CH:10]=2)[CH:5]=[CH:4][CH:3]=1.[CH2:12]([OH:15])[C:13]#[CH:14].C(N(CC)CC)C, predict the reaction product. The product is: [C:2]1([C:14]#[C:13][CH2:12][OH:15])[C:11]2[C:6](=[CH:7][CH:8]=[CH:9][CH:10]=2)[CH:5]=[CH:4][CH:3]=1. (4) The product is: [F:12][CH:4]([F:13])[C:5]([C:15]1[CH:23]=[CH:22][C:21]([F:24])=[C:20]2[C:16]=1[C:17]([F:27])([F:26])[C:18](=[O:25])[NH:19]2)=[O:11]. Given the reactants BrC1C=CC=C2C=1[C:4]([F:13])([F:12])[C:5](=[O:11])N2.Br[C:15]1[CH:23]=[CH:22][C:21]([F:24])=[C:20]2[C:16]=1[C:17]([F:27])([F:26])[C:18](=[O:25])[NH:19]2.FC(F)(F)C(OCC)=O.FC(F)C(OCC)=O, predict the reaction product. (5) Given the reactants Cl.[CH3:2][O:3][C:4]1[C:9]2[N:10]=[C:11]([C:13]3[NH:22][C:16]4[CH2:17][CH2:18][NH:19][CH2:20][CH2:21][C:15]=4[N:14]=3)[S:12][C:8]=2[C:7]([N:23]2[CH2:28][CH2:27][O:26][CH2:25][CH2:24]2)=[CH:6][CH:5]=1.C(N(C(C)C)C(C)C)C.[CH3:38][O:39][CH2:40][C:41](Cl)=[O:42], predict the reaction product. The product is: [CH3:38][O:39][CH2:40][C:41]([N:19]1[CH2:20][CH2:21][C:15]2[N:14]=[C:13]([C:11]3[S:12][C:8]4[C:7]([N:23]5[CH2:24][CH2:25][O:26][CH2:27][CH2:28]5)=[CH:6][CH:5]=[C:4]([O:3][CH3:2])[C:9]=4[N:10]=3)[NH:22][C:16]=2[CH2:17][CH2:18]1)=[O:42]. (6) The product is: [CH3:20][O:19][C:15]1[C:14]2[NH:21][C:24](=[O:26])[C@@H:10]3[CH2:9][N:8]([C:45]([O:47][C:48]([CH3:49])([CH3:50])[CH3:51])=[O:46])[CH2:12][C@@H:11]3[C:13]=2[CH:18]=[CH:17][CH:16]=1. Given the reactants C([N:8]1[CH2:12][CH:11]([C:13]2[CH:18]=[CH:17][CH:16]=[C:15]([O:19][CH3:20])[C:14]=2[N+:21]([O-])=O)[C:10](C(OCC)=O)([C:24]([O:26]CC)=O)[CH2:9]1)C1C=CC=CC=1.Cl.[OH-].[Na+].[C:45](O[C:45]([O:47][C:48]([CH3:51])([CH3:50])[CH3:49])=[O:46])([O:47][C:48]([CH3:51])([CH3:50])[CH3:49])=[O:46], predict the reaction product. (7) Given the reactants [CH2:1]([O:8][C:9]1[N:10]=[N:11][C:12]([C:23]#[C:24][C:25]2[CH:30]=[CH:29][C:28]([C:31]([F:34])([F:33])[F:32])=[C:27](C)[CH:26]=2)=[CH:13][C:14]=1[O:15][CH2:16][C:17]1[CH:22]=[CH:21][CH:20]=[CH:19][CH:18]=1)[C:2]1[CH:7]=[CH:6][CH:5]=[CH:4][CH:3]=1.C(OC1N=NC(C#C)=CC=1OCC1C=CC=CC=1)C1C=CC=CC=1.BrC1C=CC(C(F)(F)[F:68])=CC=1F, predict the reaction product. The product is: [CH2:1]([O:8][C:9]1[N:10]=[N:11][C:12]([C:23]#[C:24][C:25]2[CH:30]=[CH:29][C:28]([C:31]([F:33])([F:34])[F:32])=[CH:27][C:26]=2[F:68])=[CH:13][C:14]=1[O:15][CH2:16][C:17]1[CH:18]=[CH:19][CH:20]=[CH:21][CH:22]=1)[C:2]1[CH:7]=[CH:6][CH:5]=[CH:4][CH:3]=1.